Dataset: Peptide-MHC class II binding affinity with 134,281 pairs from IEDB. Task: Regression. Given a peptide amino acid sequence and an MHC pseudo amino acid sequence, predict their binding affinity value. This is MHC class II binding data. (1) The peptide sequence is VLAKSPDTTCSEIEE. The MHC is DRB4_0101 with pseudo-sequence DRB4_0103. The binding affinity (normalized) is 0.464. (2) The peptide sequence is DRAVKLYRKLKREIT. The MHC is DRB1_0101 with pseudo-sequence DRB1_0101. The binding affinity (normalized) is 0.359. (3) The binding affinity (normalized) is 0.500. The peptide sequence is LGIVSHLLKAKDNSI. The MHC is DRB1_0101 with pseudo-sequence DRB1_0101. (4) The peptide sequence is KFDALSGSQEVEFIG. The MHC is HLA-DQA10201-DQB10402 with pseudo-sequence HLA-DQA10201-DQB10402. The binding affinity (normalized) is 0. (5) The peptide sequence is QLVPKLDEVYNAAYN. The MHC is HLA-DPA10201-DPB11401 with pseudo-sequence HLA-DPA10201-DPB11401. The binding affinity (normalized) is 0.0915.